The task is: Predict the reactants needed to synthesize the given product.. This data is from Full USPTO retrosynthesis dataset with 1.9M reactions from patents (1976-2016). (1) Given the product [CH2:49]([N:5]([CH2:1][CH2:2][CH2:3][CH3:4])[C:6]([C:8]1[CH:12]=[C:11]([CH3:13])[N:10]([C:14]2[CH:19]=[CH:18][C:17]([NH:20][C:21](=[O:34])[CH:22]([C:28]3[CH:33]=[CH:32][CH:31]=[CH:30][CH:29]=3)[CH2:23][C:24]([OH:26])=[O:25])=[CH:16][C:15]=2[C:35]([N:37]2[C@H:46]([CH2:47][OH:48])[CH2:45][C:44]3[C:39](=[CH:40][CH:41]=[CH:42][CH:43]=3)[CH2:38]2)=[O:36])[N:9]=1)=[O:7])[CH2:50][CH2:51][CH3:52], predict the reactants needed to synthesize it. The reactants are: [CH2:1]([N:5]([CH2:49][CH2:50][CH2:51][CH3:52])[C:6]([C:8]1[CH:12]=[C:11]([CH3:13])[N:10]([C:14]2[CH:19]=[CH:18][C:17]([NH:20][C:21](=[O:34])[CH:22]([C:28]3[CH:33]=[CH:32][CH:31]=[CH:30][CH:29]=3)[CH2:23][C:24]([O:26]C)=[O:25])=[CH:16][C:15]=2[C:35]([N:37]2[C@H:46]([CH2:47][OH:48])[CH2:45][C:44]3[C:39](=[CH:40][CH:41]=[CH:42][CH:43]=3)[CH2:38]2)=[O:36])[N:9]=1)=[O:7])[CH2:2][CH2:3][CH3:4].O.[OH-].[Li+]. (2) Given the product [CH3:3][C:2]1[N:9]([NH:8][C:10](=[O:11])[O:12][C:13]([CH3:16])([CH3:15])[CH3:14])[CH:19]=[C:20]([C:22]2[CH:23]=[N:24][CH:25]=[CH:26][CH:27]=2)[N:7]=1, predict the reactants needed to synthesize it. The reactants are: Cl.[C:2](=[NH:7])(OCC)[CH3:3].[NH:8]([C:10]([O:12][C:13]([CH3:16])([CH3:15])[CH3:14])=[O:11])[NH2:9].Br.Br[CH2:19][C:20]([C:22]1[CH:23]=[N:24][CH:25]=[CH:26][CH:27]=1)=O. (3) Given the product [F:30][C:8]([F:7])([F:29])[O:9][C:10]1[CH:15]=[CH:14][C:13]([N:16]2[CH:20]=[N:19][C:18]([C:21]3[CH:28]=[CH:27][C:24](/[CH:25]=[N:6]/[NH:5][C:3]([S:2][CH3:1])=[S:4])=[CH:23][CH:22]=3)=[N:17]2)=[CH:12][CH:11]=1, predict the reactants needed to synthesize it. The reactants are: [CH3:1][S:2][C:3]([NH:5][NH2:6])=[S:4].[F:7][C:8]([F:30])([F:29])[O:9][C:10]1[CH:15]=[CH:14][C:13]([N:16]2[CH:20]=[N:19][C:18]([C:21]3[CH:28]=[CH:27][C:24]([CH:25]=O)=[CH:23][CH:22]=3)=[N:17]2)=[CH:12][CH:11]=1. (4) Given the product [Cl:33][C:30]1[CH:31]=[CH:32][C:13]([O:12][CH2:11][C:9]([O:8][CH3:1])=[O:10])=[C:14]([CH:29]=1)[CH2:15][C:16]1[CH:27]=[CH:26][CH:25]=[CH:24][C:17]=1[O:18][CH:19]([CH3:23])[C:20]([OH:22])=[O:21], predict the reactants needed to synthesize it. The reactants are: [CH2:1]([O:8][C:9]([CH2:11][O:12][C:13]1[CH:32]=[CH:31][C:30]([Cl:33])=[CH:29][C:14]=1[CH2:15][C:16]1[CH:27]=[C:26](Cl)[CH:25]=[CH:24][C:17]=1[O:18][CH:19]([CH3:23])[C:20]([OH:22])=[O:21])=[O:10])C1C=CC=CC=1.COC(=O)COC1C=CC(Cl)=CC=1CC1C=CC=CC=1O. (5) Given the product [CH2:16]([O:23][CH:24]1[CH2:29][CH2:28][N:27]([C:12]([C:7]2[NH:8][C:9]3[C:4]([C:5](=[O:15])[CH:6]=2)=[CH:3][C:2]([OH:1])=[CH:11][CH:10]=3)=[O:14])[CH2:26][CH2:25]1)[C:17]1[CH:18]=[CH:19][CH:20]=[CH:21][CH:22]=1, predict the reactants needed to synthesize it. The reactants are: [OH:1][C:2]1[CH:3]=[C:4]2[C:9](=[CH:10][CH:11]=1)[NH:8][C:7]([C:12]([OH:14])=O)=[CH:6][C:5]2=[O:15].[CH2:16]([O:23][CH:24]1[CH2:29][CH2:28][NH:27][CH2:26][CH2:25]1)[C:17]1[CH:22]=[CH:21][CH:20]=[CH:19][CH:18]=1. (6) Given the product [Cl:1][C:2]1[CH:3]=[CH:4][C:5]([CH2:11][O:12][C:13]2[CH:18]=[CH:17][CH:16]=[C:15]([Cl:19])[CH:14]=2)=[C:6]([CH:10]=1)[C:7]([NH:21][C@H:22]([C:24]1[CH:33]=[CH:32][C:27]([C:28]([O:30][CH3:31])=[O:29])=[CH:26][CH:25]=1)[CH3:23])=[O:9], predict the reactants needed to synthesize it. The reactants are: [Cl:1][C:2]1[CH:3]=[CH:4][C:5]([CH2:11][O:12][C:13]2[CH:18]=[CH:17][CH:16]=[C:15]([Cl:19])[CH:14]=2)=[C:6]([CH:10]=1)[C:7]([OH:9])=O.Cl.[NH2:21][C@H:22]([C:24]1[CH:33]=[CH:32][C:27]([C:28]([O:30][CH3:31])=[O:29])=[CH:26][CH:25]=1)[CH3:23].